From a dataset of Full USPTO retrosynthesis dataset with 1.9M reactions from patents (1976-2016). Predict the reactants needed to synthesize the given product. (1) The reactants are: [CH2:1]([O:8][N:9]([C@H:22]1[CH2:27][N:26]([C:28]([O:30][C:31]([CH3:34])([CH3:33])[CH3:32])=[O:29])[C@H:25]([C:35](O)=[O:36])[CH2:24][CH2:23]1)[S:10]([C:13]1[CH:18]=[CH:17][CH:16]=[CH:15][C:14]=1[N+:19]([O-:21])=[O:20])(=[O:12])=[O:11])[C:2]1[CH:7]=[CH:6][CH:5]=[CH:4][CH:3]=1.CC[N:40]=C=NCCCN(C)C.C1C=CC2N(O)N=NC=2C=1.[NH4+].[Cl-].CCN(C(C)C)C(C)C. Given the product [CH2:1]([O:8][N:9]([C@H:22]1[CH2:27][N:26]([C:28]([O:30][C:31]([CH3:32])([CH3:33])[CH3:34])=[O:29])[C@H:25]([C:35](=[O:36])[NH2:40])[CH2:24][CH2:23]1)[S:10]([C:13]1[CH:18]=[CH:17][CH:16]=[CH:15][C:14]=1[N+:19]([O-:21])=[O:20])(=[O:12])=[O:11])[C:2]1[CH:3]=[CH:4][CH:5]=[CH:6][CH:7]=1, predict the reactants needed to synthesize it. (2) Given the product [CH2:1]([O:3][C:4]1[CH:5]=[C:6]2[C:10](=[CH:11][CH:12]=1)[N:9]([CH2:13][N:14]([CH3:16])[CH3:15])[CH:8]=[CH:7]2)[CH3:2], predict the reactants needed to synthesize it. The reactants are: [CH2:1]([O:3][C:4]1[CH:5]=[C:6]2[C:10](=[CH:11][CH:12]=1)[NH:9][CH:8]=[CH:7]2)[CH3:2].[CH3:13][NH:14][CH3:15].[CH2:16]=O.[OH-].[Na+]. (3) Given the product [C:1]([O:5][C:6]([NH:8][C@@H:9]([C@@H:13]([O:14][C:15]1[CH:20]=[C:19]([CH3:21])[CH:18]=[CH:17][C:16]=1[N+:22]([O-:24])=[O:23])[CH3:26])[C:10]([OH:12])=[O:11])=[O:7])([CH3:4])([CH3:2])[CH3:3], predict the reactants needed to synthesize it. The reactants are: [C:1]([O:5][C:6]([NH:8][C@@H:9]([CH2:13][O:14][C:15]1[CH:20]=[C:19]([CH3:21])[CH:18]=[CH:17][C:16]=1[N+:22]([O-:24])=[O:23])[C:10]([OH:12])=[O:11])=[O:7])([CH3:4])([CH3:3])[CH3:2].F[C:26]1C=C(C)C=CC=1[N+]([O-])=O.